This data is from NCI-60 drug combinations with 297,098 pairs across 59 cell lines. The task is: Regression. Given two drug SMILES strings and cell line genomic features, predict the synergy score measuring deviation from expected non-interaction effect. (1) Drug 1: CC1=C2C(C(=O)C3(C(CC4C(C3C(C(C2(C)C)(CC1OC(=O)C(C(C5=CC=CC=C5)NC(=O)OC(C)(C)C)O)O)OC(=O)C6=CC=CC=C6)(CO4)OC(=O)C)OC)C)OC. Drug 2: CC1=C(C(=CC=C1)Cl)NC(=O)C2=CN=C(S2)NC3=CC(=NC(=N3)C)N4CCN(CC4)CCO. Cell line: HCC-2998. Synergy scores: CSS=45.4, Synergy_ZIP=5.76, Synergy_Bliss=1.83, Synergy_Loewe=-19.6, Synergy_HSA=3.11. (2) Drug 1: C1=NC2=C(N=C(N=C2N1C3C(C(C(O3)CO)O)O)F)N. Drug 2: CC1=C(C=C(C=C1)C(=O)NC2=CC(=CC(=C2)C(F)(F)F)N3C=C(N=C3)C)NC4=NC=CC(=N4)C5=CN=CC=C5. Cell line: SF-295. Synergy scores: CSS=-0.0475, Synergy_ZIP=-0.0428, Synergy_Bliss=-5.10, Synergy_Loewe=-1.77, Synergy_HSA=-6.50.